This data is from Human intestinal absorption (HIA) binary classification data from Hou et al.. The task is: Regression/Classification. Given a drug SMILES string, predict its absorption, distribution, metabolism, or excretion properties. Task type varies by dataset: regression for continuous measurements (e.g., permeability, clearance, half-life) or binary classification for categorical outcomes (e.g., BBB penetration, CYP inhibition). Dataset: hia_hou. (1) The molecule is C[C@H](C(=O)O)c1cccc(C(=O)c2ccccc2)c1. The result is 1 (good absorption). (2) The drug is CC(=O)O[C@]1(C(C)=O)CC[C@@H]2[C@H]3C=C(C)C4=CC(=O)CC[C@@]4(C)[C@H]3CC[C@]21C. The result is 1 (good absorption). (3) The compound is CC(C)=CCN1CC[C@]2(C)c3cc(O)ccc3C[C@@H]1[C@H]2C. The result is 1 (good absorption). (4) The molecule is NC[C@@H]1O[C@@H](O[C@H]2[C@@H](N)C[C@H](N)[C@H](O)[C@H]2O[C@@H]2O[C@H](CO)[C@H](OC[C@@H]3O[C@@H](CN)[C@@H](O)[C@@H](O)[C@@H]3N)[C@H]2O)[C@@H](N)[C@H](O)[C@@H]1O. The result is 0 (poor absorption). (5) The drug is C[C@H](N)[C@@H](O)c1ccccc1. The result is 1 (good absorption). (6) The drug is CCOC(=O)C1(c2ccccc2)CCN(C)CC1. The result is 1 (good absorption). (7) The compound is Cc1cc(CC(=O)O)n(C)c1C(=O)c1ccc(Cl)cc1. The result is 1 (good absorption).